From a dataset of Catalyst prediction with 721,799 reactions and 888 catalyst types from USPTO. Predict which catalyst facilitates the given reaction. (1) Reactant: [F:1][C:2]1[CH:3]=[C:4]([CH:11]=[C:12]([F:18])[C:13]=1[O:14][CH2:15][C:16]#[CH:17])[C:5]([O:7]CC#C)=[O:6].[OH-].[Na+]. Product: [F:1][C:2]1[CH:3]=[C:4]([CH:11]=[C:12]([F:18])[C:13]=1[O:14][CH2:15][C:16]#[CH:17])[C:5]([OH:7])=[O:6]. The catalyst class is: 8. (2) Reactant: [CH3:1][C:2]1[CH:7]=[C:6]([C:8]([F:17])([C:13]([F:16])([F:15])[F:14])[C:9]([F:12])([F:11])[F:10])[CH:5]=[C:4]([CH3:18])[C:3]=1[NH2:19].N1C=CC=CC=1.S(=[N:28][C:29]1[CH:30]=[C:31]([CH:35]=[CH:36][C:37]=1[Br:38])[C:32](Cl)=[O:33])=O. Product: [NH2:28][C:29]1[CH:30]=[C:31]([CH:35]=[CH:36][C:37]=1[Br:38])[C:32]([NH:19][C:3]1[C:2]([CH3:1])=[CH:7][C:6]([C:8]([F:17])([C:9]([F:10])([F:11])[F:12])[C:13]([F:14])([F:15])[F:16])=[CH:5][C:4]=1[CH3:18])=[O:33]. The catalyst class is: 7. (3) Reactant: [CH3:1][C:2]1[CH:7]=[C:6]([CH3:8])[CH:5]=[C:4]([CH3:9])[C:3]=1[S:10](Cl)(=[O:12])=[O:11].[OH:14][NH:15][C:16](=[O:22])[O:17][C:18]([CH3:21])([CH3:20])[CH3:19].C(N(CC)CC)C. Product: [C:18]([O:17][C:16](=[O:22])[NH:15][O:14][S:10]([C:3]1[C:4]([CH3:9])=[CH:5][C:6]([CH3:8])=[CH:7][C:2]=1[CH3:1])(=[O:12])=[O:11])([CH3:21])([CH3:20])[CH3:19]. The catalyst class is: 282. (4) Reactant: [NH2:1][C:2]1[CH:15]=[CH:14][C:5]([C:6]([NH:8][C:9]2[S:10][CH:11]=[CH:12][N:13]=2)=[O:7])=[CH:4][CH:3]=1.[CH:16](=O)[CH2:17][CH3:18].C(O)(=O)C.[BH-](OC(C)=O)(OC(C)=O)OC(C)=O.[Na+]. Product: [CH2:16]([NH:1][C:2]1[CH:15]=[CH:14][C:5]([C:6]([NH:8][C:9]2[S:10][CH:11]=[CH:12][N:13]=2)=[O:7])=[CH:4][CH:3]=1)[CH2:17][CH3:18]. The catalyst class is: 1. (5) Reactant: [F:1][C:2]1[CH:7]=[CH:6][C:5]([CH2:8][C:9]#[N:10])=[CH:4][CH:3]=1.[C:11](OCC)(=[O:13])[CH3:12].[O-]CC.[Na+].[Na]. The catalyst class is: 8. Product: [F:1][C:2]1[CH:7]=[CH:6][C:5]([CH:8]([C:11](=[O:13])[CH3:12])[C:9]#[N:10])=[CH:4][CH:3]=1. (6) Reactant: [C:1]([O:5][C:6](=[O:26])[NH:7][C@H:8]1[C@H:12]([C:13]2[CH:18]=[CH:17][CH:16]=[CH:15][CH:14]=2)[CH2:11][N:10](CC2C=CC=CC=2)[CH2:9]1)([CH3:4])([CH3:3])[CH3:2]. Product: [C:13]1([C@@H:12]2[CH2:11][NH:10][CH2:9][C@H:8]2[NH:7][C:6](=[O:26])[O:5][C:1]([CH3:3])([CH3:2])[CH3:4])[CH:14]=[CH:15][CH:16]=[CH:17][CH:18]=1. The catalyst class is: 256. (7) Reactant: Br[C:2]1[CH:3]=[N:4][CH:5]=[C:6]([O:8][CH3:9])[CH:7]=1.[C:10]([O:14][C:15]([N:17]1[CH2:24][CH:23]2[O:25][CH:19]([CH2:20][NH:21][CH2:22]2)[CH2:18]1)=[O:16])([CH3:13])([CH3:12])[CH3:11].C1(P(C2C=CC=CC=2)C2C=CC3C(=CC=CC=3)C=2C2C3C(=CC=CC=3)C=CC=2P(C2C=CC=CC=2)C2C=CC=CC=2)C=CC=CC=1.CC(C)([O-])C.[Na+]. Product: [C:10]([O:14][C:15]([N:17]1[CH2:18][CH:19]2[O:25][CH:23]([CH2:22][N:21]([C:2]3[CH:3]=[N:4][CH:5]=[C:6]([O:8][CH3:9])[CH:7]=3)[CH2:20]2)[CH2:24]1)=[O:16])([CH3:13])([CH3:11])[CH3:12]. The catalyst class is: 101. (8) Reactant: B(Br)(Br)Br.[OH:5][B:6]1[C:10]2[CH:11]=[C:12]([NH:15][S:16]([C:19]3[CH:24]=[CH:23][C:22]([O:25]C)=[CH:21][C:20]=3[O:27]C)(=[O:18])=[O:17])[CH:13]=[CH:14][C:9]=2[CH2:8][O:7]1.O. Product: [OH:27][C:20]1[CH:21]=[C:22]([OH:25])[CH:23]=[CH:24][C:19]=1[S:16]([NH:15][C:12]1[CH:13]=[CH:14][C:9]2[CH2:8][O:7][B:6]([OH:5])[C:10]=2[CH:11]=1)(=[O:17])=[O:18]. The catalyst class is: 2. (9) Reactant: [CH3:1][O:2][C:3]1[CH:11]=[C:10]2[C:6]([CH2:7][C:8](=[O:12])[NH:9]2)=[CH:5][CH:4]=1.[CH3:13][N:14]([CH3:30])[CH2:15][CH2:16][CH2:17][C:18]1[C:19]2[CH2:29][CH2:28][CH2:27][CH2:26][CH2:25][C:20]=2[NH:21][C:22]=1[CH:23]=O.N1CCCCC1. Product: [CH3:30][N:14]([CH3:13])[CH2:15][CH2:16][CH2:17][C:18]1[C:19]2[CH2:29][CH2:28][CH2:27][CH2:26][CH2:25][C:20]=2[NH:21][C:22]=1/[CH:23]=[C:7]1\[C:8](=[O:12])[NH:9][C:10]2[C:6]\1=[CH:5][CH:4]=[C:3]([O:2][CH3:1])[CH:11]=2. The catalyst class is: 8. (10) Reactant: [CH3:1][O:2][C:3]1[CH:25]=[CH:24][C:6]([C:7]([N:9]2[CH2:13][CH:12]3[CH2:14][N:15](C(OC(C)(C)C)=O)[CH2:16][CH:11]3[CH2:10]2)=[O:8])=[C:5]([C:26]2[O:27][CH:28]=[CH:29][N:30]=2)[CH:4]=1.C(O)(C(F)(F)F)=O. Product: [CH2:10]1[CH:11]2[CH2:16][NH:15][CH2:14][CH:12]2[CH2:13][N:9]1[C:7]([C:6]1[CH:24]=[CH:25][C:3]([O:2][CH3:1])=[CH:4][C:5]=1[C:26]1[O:27][CH:28]=[CH:29][N:30]=1)=[O:8]. The catalyst class is: 2.